This data is from CYP3A4 substrate classification data from Carbon-Mangels et al.. The task is: Regression/Classification. Given a drug SMILES string, predict its absorption, distribution, metabolism, or excretion properties. Task type varies by dataset: regression for continuous measurements (e.g., permeability, clearance, half-life) or binary classification for categorical outcomes (e.g., BBB penetration, CYP inhibition). Dataset: cyp3a4_substrate_carbonmangels. (1) The molecule is COc1cc([C@@H]2c3cc4c(cc3[C@@H](O[C@@H]3O[C@@H]5CO[C@@H](c6cccs6)O[C@H]5[C@H](O)[C@H]3O)[C@H]3COC(=O)[C@H]23)OCO4)cc(OC)c1O. The result is 1 (substrate). (2) The drug is CN1C(=O)[C@@](C)(C2=CCCCC2)C(=O)N=C1O. The result is 0 (non-substrate).